Dataset: Forward reaction prediction with 1.9M reactions from USPTO patents (1976-2016). Task: Predict the product of the given reaction. (1) Given the reactants C([O:3][C:4]([C:6]1[CH:7]=[N:8][N:9]([C:11]2[NH:20][C:19](=[O:21])[C:18]3[C:13](=[CH:14][CH:15]=[C:16]([CH:22]4[CH2:24][CH2:23]4)[CH:17]=3)[N:12]=2)[CH:10]=1)=[O:5])C.[OH-].[K+], predict the reaction product. The product is: [CH:22]1([C:16]2[CH:17]=[C:18]3[C:13](=[CH:14][CH:15]=2)[N:12]=[C:11]([N:9]2[CH:10]=[C:6]([C:4]([OH:5])=[O:3])[CH:7]=[N:8]2)[NH:20][C:19]3=[O:21])[CH2:23][CH2:24]1. (2) Given the reactants B(Br)(Br)Br.COC1C=CC(N2CC[N:16]([CH2:19][C:20]3[CH:21]=[C:22]4[NH:31][C:30](=[O:32])[C:29]5[C:24](=[CH:25][CH:26]=[CH:27][CH:28]=5)[N:23]4[CH:33]=3)CC2)=CC=1, predict the reaction product. The product is: [O:32]=[C:30]1[C:29]2[C:24](=[CH:25][CH:26]=[CH:27][CH:28]=2)[N:23]2[CH:33]=[C:20]([C:19]#[N:16])[CH:21]=[C:22]2[NH:31]1.